From a dataset of Full USPTO retrosynthesis dataset with 1.9M reactions from patents (1976-2016). Predict the reactants needed to synthesize the given product. (1) The reactants are: [NH2:1][CH2:2][CH2:3][CH2:4][CH2:5][C@H:6]1[CH2:10][NH:9]/[C:8](=[N:11]\[C:12]([C:14]2[C:19]([NH2:20])=[N:18][C:17]([NH2:21])=[C:16]([Cl:22])[N:15]=2)=[O:13])/[NH:7]1.C(N(CC)CC)C.[C:30]1([CH2:36][S:37](Cl)(=[O:39])=[O:38])[CH:35]=[CH:34][CH:33]=[CH:32][CH:31]=1. Given the product [C:30]1([CH2:36][S:37]([NH:1][CH2:2][CH2:3][CH2:4][CH2:5][C@H:6]2[CH2:10][NH:9]/[C:8](=[N:11]\[C:12]([C:14]3[C:19]([NH2:20])=[N:18][C:17]([NH2:21])=[C:16]([Cl:22])[N:15]=3)=[O:13])/[NH:7]2)(=[O:39])=[O:38])[CH:35]=[CH:34][CH:33]=[CH:32][CH:31]=1, predict the reactants needed to synthesize it. (2) Given the product [N:1]([CH:4]1[CH:5]([F:31])[CH2:6][O:7][CH:8]([C:11]2[N:12]([CH3:19])[N:13]=[CH:14][C:15]=2[N+:16]([O-:18])=[O:17])[CH2:9][CH2:10]1)=[N+:2]=[N-:3], predict the reactants needed to synthesize it. The reactants are: [N:1]([CH:4]1[CH2:10][CH2:9][CH:8]([C:11]2[N:12]([CH3:19])[N:13]=[CH:14][C:15]=2[N+:16]([O-:18])=[O:17])[O:7][CH2:6][CH:5]1O)=[N+:2]=[N-:3].COCCN(S(F)(F)[F:31])CCOC.C([O-])(O)=O.[Na+]. (3) Given the product [F:1][C@H:2]1[CH2:6][CH2:5][N:4]([C:7](=[O:41])[C@H:8]([NH:10][C:11]([C:13]2[C:21]3[C:16](=[N:17][CH:18]=[C:19]([C:22]4[C:30]5[C:25](=[CH:26][C:27]([Cl:31])=[CH:28][CH:29]=5)[N:24]([CH3:32])[N:23]=4)[N:20]=3)[NH:15][CH:14]=2)=[O:12])[CH3:9])[CH2:3]1, predict the reactants needed to synthesize it. The reactants are: [F:1][C@H:2]1[CH2:6][CH2:5][N:4]([C:7](=[O:41])[C@H:8]([NH:10][C:11]([C:13]2[C:21]3[C:16](=[N:17][CH:18]=[C:19]([C:22]4[C:30]5[C:25](=[CH:26][C:27]([Cl:31])=[CH:28][CH:29]=5)[N:24]([CH3:32])[N:23]=4)[N:20]=3)[N:15](COCC[Si](C)(C)C)[CH:14]=2)=[O:12])[CH3:9])[CH2:3]1.FC(F)(F)C(O)=O.C(N)CN.O.